This data is from Forward reaction prediction with 1.9M reactions from USPTO patents (1976-2016). The task is: Predict the product of the given reaction. (1) The product is: [NH2:5][C:4]1[C:3]2[C:2](=[CH:9][C:8]([N+:10]([O-:12])=[O:11])=[CH:7][CH:6]=2)[NH:14][N:13]=1. Given the reactants F[C:2]1[CH:9]=[C:8]([N+:10]([O-:12])=[O:11])[CH:7]=[CH:6][C:3]=1[C:4]#[N:5].[NH2:13][NH2:14], predict the reaction product. (2) Given the reactants [CH2:1]([O:5][C:6]1[N:14]=[C:13]2[C:9]([N:10]=[C:11]([O:21][CH3:22])[N:12]2C2CCCCO2)=[C:8]([NH2:23])[N:7]=1)[CH2:2][CH2:3][CH3:4].[C:24]([OH:30])([C:26]([F:29])([F:28])[F:27])=[O:25], predict the reaction product. The product is: [OH:30][C:24]([C:26]([F:29])([F:28])[F:27])=[O:25].[CH2:1]([O:5][C:6]1[N:14]=[C:13]2[C:9]([N:10]=[C:11]([O:21][CH3:22])[NH:12]2)=[C:8]([NH2:23])[N:7]=1)[CH2:2][CH2:3][CH3:4]. (3) Given the reactants Cl.[CH:2]([CH:15]1[C:20](=[O:21])[CH2:19][CH2:18][NH:17][CH2:16]1)([C:9]1[CH:14]=[CH:13][CH:12]=[CH:11][CH:10]=1)[C:3]1[CH:8]=[CH:7][CH:6]=[CH:5][CH:4]=1.Cl.C(O[C:26](=[NH:36])[CH2:27][C:28]1[CH:33]=[CH:32][CH:31]=[CH:30][C:29]=1[O:34][CH3:35])C.C(N(CC)CC)C, predict the reaction product. The product is: [CH:2]([CH:15]1[C:20](=[O:21])[CH2:19][CH2:18][N:17]([C:26](=[NH:36])[CH2:27][C:28]2[CH:33]=[CH:32][CH:31]=[CH:30][C:29]=2[O:34][CH3:35])[CH2:16]1)([C:9]1[CH:14]=[CH:13][CH:12]=[CH:11][CH:10]=1)[C:3]1[CH:4]=[CH:5][CH:6]=[CH:7][CH:8]=1. (4) Given the reactants [CH2:1]([Br:8])[C:2]1[CH:7]=[CH:6][CH:5]=[CH:4][CH:3]=1.[CH3:9][C:10]1[O:14][C:13]([C:15]2[CH:20]=[CH:19][N:18]=[CH:17][CH:16]=2)=[N:12][CH:11]=1, predict the reaction product. The product is: [Br-:8].[CH2:1]([N+:18]1[CH:17]=[CH:16][C:15]([C:13]2[O:14][C:10]([CH3:9])=[CH:11][N:12]=2)=[CH:20][CH:19]=1)[C:2]1[CH:7]=[CH:6][CH:5]=[CH:4][CH:3]=1.